From a dataset of Forward reaction prediction with 1.9M reactions from USPTO patents (1976-2016). Predict the product of the given reaction. (1) Given the reactants [Cu][C:2]#[N:3].[NH2:4][C:5]1[CH:14]=[CH:13][C:12](Br)=[CH:11][C:6]=1[C:7]([O:9][CH3:10])=[O:8], predict the reaction product. The product is: [CH3:10][O:9][C:7](=[O:8])[C:6]1[CH:11]=[C:12]([C:2]#[N:3])[CH:13]=[CH:14][C:5]=1[NH2:4]. (2) Given the reactants C(OC([N:8]1[CH2:13][CH2:12][C:11](=O)[CH2:10][CH2:9]1)=O)(C)(C)C.[CH2:15]([NH2:22])[C:16]1[CH:21]=[CH:20][CH:19]=[CH:18][CH:17]=1.[Cl:23][C:24]1[CH:29]=[C:28]([Cl:30])[CH:27]=[CH:26][C:25]=1[CH:31]=[CH:32][N+]([O-])=O, predict the reaction product. The product is: [CH2:15]([N:22]1[C:11]2[CH2:10][CH2:9][NH:8][CH2:13][C:12]=2[C:31]([C:25]2[CH:26]=[CH:27][C:28]([Cl:30])=[CH:29][C:24]=2[Cl:23])=[CH:32]1)[C:16]1[CH:21]=[CH:20][CH:19]=[CH:18][CH:17]=1.